From a dataset of Forward reaction prediction with 1.9M reactions from USPTO patents (1976-2016). Predict the product of the given reaction. (1) Given the reactants [CH:1]([C:3]1[CH:32]=[CH:31][C:6]([NH:7][C:8]2[N:9]=[C:10]3[C:16]([C:17]([NH:19][CH:20]([CH3:22])[CH3:21])=[O:18])=[CH:15][N:14]([CH2:23][O:24][CH2:25][CH2:26][Si:27]([CH3:30])([CH3:29])[CH3:28])[C:11]3=[N:12][CH:13]=2)=[CH:5][CH:4]=1)=O.[O:33]1[CH2:38][CH2:37][N:36]([C:39](=[O:43])[CH2:40][C:41]#[N:42])[CH2:35][CH2:34]1.N1CCCCC1, predict the reaction product. The product is: [C:41]([C:40]([C:39]([N:36]1[CH2:35][CH2:34][O:33][CH2:38][CH2:37]1)=[O:43])=[CH:1][C:3]1[CH:32]=[CH:31][C:6]([NH:7][C:8]2[N:9]=[C:10]3[C:16]([C:17]([NH:19][CH:20]([CH3:22])[CH3:21])=[O:18])=[CH:15][N:14]([CH2:23][O:24][CH2:25][CH2:26][Si:27]([CH3:28])([CH3:30])[CH3:29])[C:11]3=[N:12][CH:13]=2)=[CH:5][CH:4]=1)#[N:42]. (2) Given the reactants C(OC([NH:11][C@H:12]1[CH2:17][CH2:16][N:15]([C:18]2[O:19][C:20]([CH3:30])=[C:21]([C:23]([O:25][CH2:26][CH2:27][CH2:28][CH3:29])=[O:24])[N:22]=2)[CH2:14][C@H:13]1[O:31][CH2:32][CH2:33][CH3:34])=O)C1C=CC=CC=1, predict the reaction product. The product is: [NH2:11][C@H:12]1[CH2:17][CH2:16][N:15]([C:18]2[O:19][C:20]([CH3:30])=[C:21]([C:23]([O:25][CH2:26][CH2:27][CH2:28][CH3:29])=[O:24])[N:22]=2)[CH2:14][C@H:13]1[O:31][CH2:32][CH2:33][CH3:34].